Dataset: Merck oncology drug combination screen with 23,052 pairs across 39 cell lines. Task: Regression. Given two drug SMILES strings and cell line genomic features, predict the synergy score measuring deviation from expected non-interaction effect. Drug 1: NC1(c2ccc(-c3nc4ccn5c(=O)[nH]nc5c4cc3-c3ccccc3)cc2)CCC1. Drug 2: C#Cc1cccc(Nc2ncnc3cc(OCCOC)c(OCCOC)cc23)c1. Cell line: ES2. Synergy scores: synergy=-19.0.